Dataset: Full USPTO retrosynthesis dataset with 1.9M reactions from patents (1976-2016). Task: Predict the reactants needed to synthesize the given product. (1) Given the product [NH2:7][CH2:8][CH2:9][CH2:10][C:11]([NH:12][C:13]1[CH:14]=[C:15]2[C:20](=[CH:21][CH:22]=1)[N:19]=[CH:18][N:17]=[C:16]2[NH:23][C:24]1[CH:29]=[CH:28][C:27]([O:30][CH2:31][C:32]2[CH:37]=[CH:36][CH:35]=[C:34]([F:38])[CH:33]=2)=[C:26]([Cl:39])[CH:25]=1)=[O:40], predict the reactants needed to synthesize it. The reactants are: C(OC(=O)[NH:7][CH2:8][CH2:9][CH2:10][C:11](=[O:40])[NH:12][C:13]1[CH:14]=[C:15]2[C:20](=[CH:21][CH:22]=1)[N:19]=[CH:18][N:17]=[C:16]2[NH:23][C:24]1[CH:29]=[CH:28][C:27]([O:30][CH2:31][C:32]2[CH:37]=[CH:36][CH:35]=[C:34]([F:38])[CH:33]=2)=[C:26]([Cl:39])[CH:25]=1)(C)(C)C.FC(F)(F)C(O)=O.C(=O)(O)[O-].[Na+]. (2) Given the product [CH3:4][C:3]1[CH:2]=[CH:1][C:13]([CH2:18][C:17]#[N:21])=[N:14][CH:15]=1, predict the reactants needed to synthesize it. The reactants are: [CH2:1]([Li])[CH2:2][CH2:3][CH3:4].CCCCCC.F[C:13]1[CH:18]=[CH:17]C(C)=[CH:15][N:14]=1.[Cl-].[NH4+:21].